This data is from Peptide-MHC class II binding affinity with 134,281 pairs from IEDB. The task is: Regression. Given a peptide amino acid sequence and an MHC pseudo amino acid sequence, predict their binding affinity value. This is MHC class II binding data. (1) The peptide sequence is VSLIAALKGMINLWK. The MHC is DRB1_1501 with pseudo-sequence DRB1_1501. The binding affinity (normalized) is 0.635. (2) The peptide sequence is YDKFLANVSTVLTNK. The MHC is DRB3_0202 with pseudo-sequence DRB3_0202. The binding affinity (normalized) is 0.929. (3) The peptide sequence is TDTTPFGQQRVFKEK. The MHC is DRB1_0401 with pseudo-sequence DRB1_0401. The binding affinity (normalized) is 0.201.